Task: Binary Classification. Given a T-cell receptor sequence (or CDR3 region) and an epitope sequence, predict whether binding occurs between them.. Dataset: TCR-epitope binding with 47,182 pairs between 192 epitopes and 23,139 TCRs (1) The TCR CDR3 sequence is CASSQDRDNYGYTF. The epitope is KAYNVTQAF. Result: 1 (the TCR binds to the epitope). (2) The epitope is LLQTGIHVRVSQPSL. The TCR CDR3 sequence is CASRETRSEYNEQFF. Result: 0 (the TCR does not bind to the epitope). (3) The epitope is RILGAGCFV. The TCR CDR3 sequence is CASNWEGYGYTF. Result: 1 (the TCR binds to the epitope). (4) The epitope is FRYMNSQGL. The TCR CDR3 sequence is CASSQDGFTSGNTIYF. Result: 0 (the TCR does not bind to the epitope).